From a dataset of Forward reaction prediction with 1.9M reactions from USPTO patents (1976-2016). Predict the product of the given reaction. (1) Given the reactants [OH:1][C:2]1[CH:7]=[N:6][N:5]([CH:8]2[CH2:13][CH2:12][CH2:11][CH2:10][O:9]2)[C:4](=[O:14])[CH:3]=1.Br[CH2:16][C:17]1[CH:22]=[CH:21][C:20]([Cl:23])=[CH:19][CH:18]=1.CC#N.C(=O)([O-])[O-].[K+].[K+], predict the reaction product. The product is: [Cl:23][C:20]1[CH:21]=[CH:22][C:17]([CH2:16][O:1][C:2]2[CH:7]=[N:6][N:5]([CH:8]3[CH2:13][CH2:12][CH2:11][CH2:10][O:9]3)[C:4](=[O:14])[CH:3]=2)=[CH:18][CH:19]=1. (2) Given the reactants [CH2:1]([O:3][C:4](=[O:29])[C:5]([C:25]([F:28])([F:27])[F:26])([O:20][Si](C)(C)C)[CH2:6][C:7]([C:10]1[CH:15]=[CH:14][C:13]([CH3:16])=[C:12]([Cl:17])[C:11]=1[O:18][CH3:19])([CH3:9])[CH3:8])[CH3:2].O.O.O.[F-].C([N+](CCCC)(CCCC)CCCC)CCC, predict the reaction product. The product is: [CH2:1]([O:3][C:4](=[O:29])[C:5]([C:25]([F:26])([F:27])[F:28])([OH:20])[CH2:6][C:7]([C:10]1[CH:15]=[CH:14][C:13]([CH3:16])=[C:12]([Cl:17])[C:11]=1[O:18][CH3:19])([CH3:8])[CH3:9])[CH3:2]. (3) Given the reactants O.[OH-].[Li+].[CH3:4][NH:5][C:6]([NH:8][C:9]1[CH:10]=[C:11]([C:15]2[N:19]3[N:20]=[CH:21][C:22]([C:24]4[CH:25]=[C:26]([CH:31]=[CH:32][CH:33]=4)[C:27]([O:29]C)=[O:28])=[CH:23][C:18]3=[N:17][CH:16]=2)[CH:12]=[CH:13][CH:14]=1)=[O:7].Cl, predict the reaction product. The product is: [CH3:4][NH:5][C:6]([NH:8][C:9]1[CH:10]=[C:11]([C:15]2[N:19]=[C:18]3[CH:23]=[C:22]([C:24]4[CH:25]=[C:26]([CH:31]=[CH:32][CH:33]=4)[C:27]([OH:29])=[O:28])[CH:21]=[N:20][N:17]3[CH:16]=2)[CH:12]=[CH:13][CH:14]=1)=[O:7]. (4) Given the reactants N#N.[Cl:3][C:4]1[CH:27]=[CH:26][CH:25]=[CH:24][C:5]=1[CH2:6][O:7][C:8](=[O:23])[NH:9][C:10]1[CH:11]=[N:12][N:13]([CH2:15][C:16]2[N:17]=[C:18]([CH2:21][OH:22])[S:19][CH:20]=2)[CH:14]=1, predict the reaction product. The product is: [Cl:3][C:4]1[CH:27]=[CH:26][CH:25]=[CH:24][C:5]=1[CH2:6][O:7][C:8](=[O:23])[NH:9][C:10]1[CH:11]=[N:12][N:13]([CH2:15][C:16]2[N:17]=[C:18]([CH:21]=[O:22])[S:19][CH:20]=2)[CH:14]=1. (5) Given the reactants [NH2:1][C:2]1[C:7]([C:8]#[N:9])=[C:6]([N:10]2[CH2:15][CH2:14][CH:13]([C:16]3[N:17]([CH3:32])[CH:18]=[C:19]([C:21]4[CH:26]=[CH:25][C:24]([F:27])=[C:23]([C:28]([F:31])([F:30])[F:29])[CH:22]=4)[N:20]=3)[CH2:12][CH2:11]2)[N:5]=[CH:4][N:3]=1.FC(F)(F)C(O)=O.[N:40]1([CH2:44]CN2C=C(C3C=CC(F)=C(C(F)(F)F)C=3)N=C2C2CCNCC2)[CH2:43][CH2:42][CH2:41]1, predict the reaction product. The product is: [NH2:1][C:2]1[C:7]([C:8]#[N:9])=[C:6]([N:10]2[CH2:15][CH2:14][CH:13]([C:16]3[N:17]([CH2:32][CH2:44][N:40]4[CH2:43][CH2:42][CH2:41]4)[CH:18]=[C:19]([C:21]4[CH:26]=[CH:25][C:24]([F:27])=[C:23]([C:28]([F:31])([F:30])[F:29])[CH:22]=4)[N:20]=3)[CH2:12][CH2:11]2)[N:5]=[CH:4][N:3]=1. (6) Given the reactants [BH4-].[Na+].[CH3:3][N:4]([CH3:23])[S:5](=[O:22])(=[O:21])[O:6][C:7]1[CH:12]=[C:11]([O:13][CH3:14])[C:10]([O:15][CH3:16])=[CH:9][C:8]=1[CH:17]=[CH:18][C:19]#[N:20].CO.Cl, predict the reaction product. The product is: [CH3:23][N:4]([CH3:3])[S:5](=[O:21])(=[O:22])[O:6][C:7]1[CH:12]=[C:11]([O:13][CH3:14])[C:10]([O:15][CH3:16])=[CH:9][C:8]=1[CH2:17][CH2:18][C:19]#[N:20].